This data is from Catalyst prediction with 721,799 reactions and 888 catalyst types from USPTO. The task is: Predict which catalyst facilitates the given reaction. (1) Reactant: [Cl:1][C:2]1[C:7]([Cl:8])=[C:6]([Cl:9])[CH:5]=[CH:4][C:3]=1[S:10](Cl)(=[O:12])=[O:11].[NH2:14][C:15]1[CH:16]=[C:17]([C:21]2[NH:25][N:24]=[N:23][N:22]=2)[CH:18]=[CH:19][CH:20]=1.N1C=CC=CC=1. Product: [Cl:1][C:2]1[C:7]([Cl:8])=[C:6]([Cl:9])[CH:5]=[CH:4][C:3]=1[S:10]([NH:14][C:15]1[CH:20]=[CH:19][CH:18]=[C:17]([C:21]2[NH:25][N:24]=[N:23][N:22]=2)[CH:16]=1)(=[O:12])=[O:11]. The catalyst class is: 2. (2) Reactant: C([O:5][C:6](=[O:39])[C:7]1[CH:12]=[CH:11][CH:10]=[C:9]([CH2:13][CH:14]([NH:28][C:29](=[O:36])[CH2:30][NH:31][C:32]([O:34][CH3:35])=[O:33])[B:15]2[O:23]C3C(C)(C4CC(C3)C4(C)C)[O:16]2)[C:8]=1OC)(C)(C)C.B(Br)(Br)Br. Product: [OH:23][B:15]1[CH:14]([NH:28][C:29](=[O:36])[CH2:30][NH:31][C:32]([O:34][CH3:35])=[O:33])[CH2:13][C:9]2[CH:10]=[CH:11][CH:12]=[C:7]([C:6]([OH:5])=[O:39])[C:8]=2[O:16]1. The catalyst class is: 4. (3) Reactant: [OH:1][C:2]1[CH:11]=[CH:10][CH:9]=[C:8]2[C:3]=1[CH2:4][CH2:5][N:6]([C:12]([O:14][C:15]([CH3:18])([CH3:17])[CH3:16])=[O:13])[CH2:7]2.Br[CH2:20][C:21]1[CH:22]=[C:23]([CH:26]=[CH:27][CH:28]=1)[C:24]#[N:25].C(#N)C.C(=O)([O-])[O-].[Cs+].[Cs+]. Product: [C:24]([C:23]1[CH:22]=[C:21]([CH:28]=[CH:27][CH:26]=1)[CH2:20][O:1][C:2]1[CH:11]=[CH:10][CH:9]=[C:8]2[C:3]=1[CH2:4][CH2:5][N:6]([C:12]([O:14][C:15]([CH3:18])([CH3:17])[CH3:16])=[O:13])[CH2:7]2)#[N:25]. The catalyst class is: 13. (4) Reactant: [C:1]([C:4]1[CH:9]=[CH:8][C:7]([S:10](Cl)(=[O:12])=[O:11])=[CH:6][CH:5]=1)(=[O:3])[CH3:2].CCN(CC)CC.Cl.[CH3:22][O:23][NH2:24].O. Product: [C:1]([C:4]1[CH:9]=[CH:8][C:7]([S:10]([NH:24][O:23][CH3:22])(=[O:12])=[O:11])=[CH:6][CH:5]=1)(=[O:3])[CH3:2]. The catalyst class is: 1.